From a dataset of Full USPTO retrosynthesis dataset with 1.9M reactions from patents (1976-2016). Predict the reactants needed to synthesize the given product. (1) Given the product [Cl:1][CH2:2][C:3]([NH:52][CH2:51][CH2:50][N:49]([CH3:53])[CH3:48])=[O:5], predict the reactants needed to synthesize it. The reactants are: [Cl:1][CH2:2][C:3]([OH:5])=O.C1CN([P+](ON2N=NC3C=CC=CC2=3)(N2CCCC2)N2CCCC2)CC1.F[P-](F)(F)(F)(F)F.CCN(C(C)C)C(C)C.[CH3:48][N:49]([CH3:53])[CH2:50][CH2:51][NH2:52]. (2) Given the product [CH3:19][C:10]([S:15]([CH3:18])(=[O:17])=[O:16])([CH2:9][CH2:8][C:5]1[CH:6]=[CH:7][C:2]([C:21]#[C:20][Si:22]([CH3:25])([CH3:24])[CH3:23])=[CH:3][CH:4]=1)[C:11]([O:13][CH3:14])=[O:12], predict the reactants needed to synthesize it. The reactants are: Br[C:2]1[CH:7]=[CH:6][C:5]([CH2:8][CH2:9][C:10]([CH3:19])([S:15]([CH3:18])(=[O:17])=[O:16])[C:11]([O:13][CH3:14])=[O:12])=[CH:4][CH:3]=1.[C:20]([Si:22]([CH3:25])([CH3:24])[CH3:23])#[CH:21]. (3) Given the product [CH:9]1([CH2:8][N:7]([CH2:12][CH:13]2[CH2:15][CH2:14]2)[C:5]2[N:4]([CH3:16])[N:3]=[C:2]([NH:72][C:71]3[CH:73]=[CH:74][C:75]([N:76]4[CH:80]=[C:79]([CH3:81])[N:78]=[CH:77]4)=[C:69]([O:68][CH3:67])[CH:70]=3)[N:6]=2)[CH2:11][CH2:10]1, predict the reactants needed to synthesize it. The reactants are: Br[C:2]1[N:6]=[C:5]([N:7]([CH2:12][CH:13]2[CH2:15][CH2:14]2)[CH2:8][CH:9]2[CH2:11][CH2:10]2)[N:4]([CH3:16])[N:3]=1.C(=O)([O-])[O-].[Cs+].[Cs+].CC1(C)C2C(=C(P(C3C=CC=CC=3)C3C=CC=CC=3)C=CC=2)OC2C(P(C3C=CC=CC=3)C3C=CC=CC=3)=CC=CC1=2.Cl.Cl.[CH3:67][O:68][C:69]1[CH:70]=[C:71]([CH:73]=[CH:74][C:75]=1[N:76]1[CH:80]=[C:79]([CH3:81])[N:78]=[CH:77]1)[NH2:72]. (4) Given the product [Cl:11][C:6]1[CH:7]=[CH:8][CH:9]=[C:10]([Si:14]([CH3:16])([CH3:15])[CH3:13])[C:5]=1[C:4]([NH:3][CH2:1][CH3:2])=[O:12], predict the reactants needed to synthesize it. The reactants are: [CH2:1]([NH:3][C:4](=[O:12])[C:5]1[CH:10]=[CH:9][CH:8]=[CH:7][C:6]=1[Cl:11])[CH3:2].[CH3:13][Si:14](Cl)([CH3:16])[CH3:15]. (5) Given the product [Cl:1][C:2]1[CH:18]=[CH:17][C:16]([Cl:19])=[CH:15][C:3]=1[O:4][CH2:5][C:6]1[CH:7]=[C:8]([CH:12]=[CH:13][N:14]=1)[C:9]([NH:28][C:23]1[CH:22]=[C:21]([CH3:20])[CH:26]=[C:25]([CH3:27])[N:24]=1)=[O:11], predict the reactants needed to synthesize it. The reactants are: [Cl:1][C:2]1[CH:18]=[CH:17][C:16]([Cl:19])=[CH:15][C:3]=1[O:4][CH2:5][C:6]1[CH:7]=[C:8]([CH:12]=[CH:13][N:14]=1)[C:9]([OH:11])=O.[CH3:20][C:21]1[CH:26]=[C:25]([CH3:27])[N:24]=[C:23]([NH2:28])[CH:22]=1. (6) Given the product [C:6]([N:8]1[CH2:12][C:11](=[N:13][O:14][CH2:15][C:16]2[CH:17]=[CH:18][C:19]([O:22][CH3:23])=[CH:20][CH:21]=2)[CH2:10][C@H:9]1[C:24]([NH:42][CH2:41][C:37]1[O:36][CH:40]=[CH:39][CH:38]=1)=[O:26])(=[O:7])[C:28]1[CH:29]=[CH:30][CH:31]=[CH:32][CH:33]=1, predict the reactants needed to synthesize it. The reactants are: C(O[C:6]([N:8]1[CH2:12][C:11](=[N:13][O:14][CH2:15][C:16]2[CH:21]=[CH:20][C:19]([O:22][CH3:23])=[CH:18][CH:17]=2)[CH2:10][C@H:9]1[C:24]([OH:26])=O)=[O:7])(C)(C)C.C(Cl)(=O)[C:28]1[CH:33]=[CH:32][CH:31]=[CH:30][CH:29]=1.[O:36]1[CH:40]=[CH:39][CH:38]=[C:37]1[CH2:41][NH2:42]. (7) Given the product [CH3:1][C:2]1[CH:7]=[C:6]([CH:8]([OH:15])[CH2:9][CH2:10][CH2:11][CH2:12][CH2:13][CH3:14])[CH:5]=[CH:4][C:3]=1[C:16]1[CH:17]=[CH:18][C:19]([C:22]([F:23])([F:24])[F:25])=[CH:20][CH:21]=1, predict the reactants needed to synthesize it. The reactants are: [CH3:1][C:2]1[CH:7]=[C:6]([C:8](=[O:15])[CH2:9][CH2:10][CH2:11][CH2:12][CH2:13][CH3:14])[CH:5]=[CH:4][C:3]=1[C:16]1[CH:21]=[CH:20][C:19]([C:22]([F:25])([F:24])[F:23])=[CH:18][CH:17]=1.[BH4-].[Na+].C(=O)(O)[O-].[Na+].[Cl-].[Na+].